This data is from Forward reaction prediction with 1.9M reactions from USPTO patents (1976-2016). The task is: Predict the product of the given reaction. Given the reactants [C:1]([O:5][C:6](=[O:26])[C:7]([S:10][C:11]1[S:12][CH:13]=[C:14]([CH2:16][CH2:17][NH:18][CH2:19][CH2:20][CH2:21][CH2:22][CH2:23][CH2:24][CH3:25])[N:15]=1)([CH3:9])[CH3:8])([CH3:4])([CH3:3])[CH3:2].[Cl:27][C:28]1[CH:29]=[C:30]2[C:34](=[CH:35][CH:36]=1)[NH:33][C:32]([C:37](O)=[O:38])=[CH:31]2.CN(C)CCCN=C=NCC.OC1C2N=NNC=2C=CC=1, predict the reaction product. The product is: [C:1]([O:5][C:6](=[O:26])[C:7]([S:10][C:11]1[S:12][CH:13]=[C:14]([CH2:16][CH2:17][N:18]([C:37]([C:32]2[NH:33][C:34]3[C:30]([CH:31]=2)=[CH:29][C:28]([Cl:27])=[CH:36][CH:35]=3)=[O:38])[CH2:19][CH2:20][CH2:21][CH2:22][CH2:23][CH2:24][CH3:25])[N:15]=1)([CH3:9])[CH3:8])([CH3:4])([CH3:3])[CH3:2].